Task: Predict the reaction yield, written as a fraction of the theoretical maximum amount of product (1.0 means a 100% yield; for example, 0.34 means a 34% yield).. Dataset: Reaction yield outcomes from USPTO patents with 853,638 reactions (1) The reactants are [CH2:1]([S:3][CH2:4][CH2:5][O:6][C:7]1[CH:12]=[C:11]([CH3:13])[C:10]([C:14]2[CH:22]=[CH:21][CH:20]=[C:19]3[C:15]=2[CH2:16][CH2:17][CH:18]3[N:23]([S:38]([C:41]2[CH:46]=[CH:45][CH:44]=[CH:43][C:42]=2[N+:47]([O-:49])=[O:48])(=[O:40])=[O:39])[C:24]2[CH:29]=[CH:28][C:27]([CH2:30][CH2:31][C:32]([O:34]CC)=[O:33])=[C:26]([F:37])[CH:25]=2)=[C:9]([CH3:50])[CH:8]=1)[CH3:2].C(O)C.[OH-].[Na+].Cl. The catalyst is O1CCCC1. The product is [CH2:1]([S:3][CH2:4][CH2:5][O:6][C:7]1[CH:12]=[C:11]([CH3:13])[C:10]([C:14]2[CH:22]=[CH:21][CH:20]=[C:19]3[C:15]=2[CH2:16][CH2:17][CH:18]3[N:23]([S:38]([C:41]2[CH:46]=[CH:45][CH:44]=[CH:43][C:42]=2[N+:47]([O-:49])=[O:48])(=[O:40])=[O:39])[C:24]2[CH:29]=[CH:28][C:27]([CH2:30][CH2:31][C:32]([OH:34])=[O:33])=[C:26]([F:37])[CH:25]=2)=[C:9]([CH3:50])[CH:8]=1)[CH3:2]. The yield is 0.790. (2) The reactants are [CH2:1]([S-:3])[CH3:2].[Na+].[N+]([C:8]1[CH:9]=[CH:10][C:11]([C:14]([O:16]C)=[O:15])=[N:12][CH:13]=1)([O-])=O.C(O)(=O)C. The yield is 0.790. The catalyst is CN(C=O)C. The product is [CH2:1]([S:3][C:8]1[CH:9]=[CH:10][C:11]([C:14]([OH:16])=[O:15])=[N:12][CH:13]=1)[CH3:2]. (3) The reactants are N(C(C)C)C(C)C.[Li]CCCC.[Br:13][C:14]1[CH:15]=[C:16]([F:22])[C:17]([F:21])=[C:18]([F:20])[CH:19]=1.[C:23](=[O:25])=[O:24].Cl. The catalyst is C1COCC1. The product is [Br:13][C:14]1[C:19]([C:23]([OH:25])=[O:24])=[C:18]([F:20])[C:17]([F:21])=[C:16]([F:22])[CH:15]=1. The yield is 0.840. (4) The reactants are [BH4-].[Na+].[C:3]([C:5]1[CH:6]=[C:7]([C:11](=[O:19])[C:12]([O:14][C:15]([CH3:18])([CH3:17])[CH3:16])=[O:13])[CH:8]=[CH:9][CH:10]=1)#[N:4]. The catalyst is CO. The product is [C:3]([C:5]1[CH:6]=[C:7]([CH:11]([OH:19])[C:12]([O:14][C:15]([CH3:17])([CH3:16])[CH3:18])=[O:13])[CH:8]=[CH:9][CH:10]=1)#[N:4]. The yield is 0.240.